From a dataset of Reaction yield outcomes from USPTO patents with 853,638 reactions. Predict the reaction yield, written as a fraction of the theoretical maximum amount of product (1.0 means a 100% yield; for example, 0.34 means a 34% yield). The reactants are Br[C:2]1[CH:7]=[CH:6][C:5]([C@@H:8]([N:10]2[CH2:15][CH2:14][C@:13]([CH2:22][C:23]([OH:26])([CH3:25])[CH3:24])([C:16]3[CH:21]=[CH:20][CH:19]=[CH:18][CH:17]=3)[O:12][C:11]2=[O:27])[CH3:9])=[CH:4][CH:3]=1.[CH3:28][C:29]1([CH3:45])[C:33]([CH3:35])([CH3:34])[O:32][B:31]([B:31]2[O:32][C:33]([CH3:35])([CH3:34])[C:29]([CH3:45])([CH3:28])[O:30]2)[O:30]1.CC([O-])=O.[K+]. The catalyst is CS(C)=O.C1C=CC(P([C]2[CH][CH][CH][CH]2)C2C=CC=CC=2)=CC=1.C1C=CC(P([C]2[CH][CH][CH][CH]2)C2C=CC=CC=2)=CC=1.Cl[Pd]Cl.[Fe]. The product is [OH:26][C:23]([CH3:25])([CH3:24])[CH2:22][C@@:13]1([C:16]2[CH:21]=[CH:20][CH:19]=[CH:18][CH:17]=2)[O:12][C:11](=[O:27])[N:10]([C@H:8]([C:5]2[CH:6]=[CH:7][C:2]([B:31]3[O:32][C:33]([CH3:35])([CH3:34])[C:29]([CH3:45])([CH3:28])[O:30]3)=[CH:3][CH:4]=2)[CH3:9])[CH2:15][CH2:14]1. The yield is 0.600.